Dataset: Reaction yield outcomes from USPTO patents with 853,638 reactions. Task: Predict the reaction yield, written as a fraction of the theoretical maximum amount of product (1.0 means a 100% yield; for example, 0.34 means a 34% yield). (1) The reactants are [CH3:1][O:2][C:3]([CH3:20])([CH3:19])[CH2:4][C@H:5]1[CH2:9][O:8]C(C)(C)[N:6]1[C:12]([O:14][C:15]([CH3:18])([CH3:17])[CH3:16])=[O:13].CC1C=CC(S(O)(=O)=O)=CC=1. The catalyst is CO. The product is [OH:8][CH2:9][C@@H:5]([NH:6][C:12](=[O:13])[O:14][C:15]([CH3:18])([CH3:17])[CH3:16])[CH2:4][C:3]([O:2][CH3:1])([CH3:20])[CH3:19]. The yield is 0.780. (2) The reactants are C(O[C:4](=[O:9])[CH2:5][N+:6]([O-:8])=[O:7])C.[H-].[Na+].[H][H].[CH3:14][N:15]1C(=O)O[C:18](=[O:19])[C:17]2=[CH:23][CH:24]=[CH:25][CH:26]=[C:16]12.Cl. The product is [OH:19][C:18]1[C:17]2[C:16](=[CH:26][CH:25]=[CH:24][CH:23]=2)[N:15]([CH3:14])[C:4](=[O:9])[C:5]=1[N+:6]([O-:8])=[O:7]. The catalyst is CC(N(C)C)=O. The yield is 0.270. (3) The product is [O:11]1[CH:15]=[N:14][N:13]=[C:12]1[C:16]1[CH:17]=[C:18]([NH:22][C:8](=[O:10])[C:4]2[CH:3]=[C:2]([Br:1])[CH:7]=[CH:6][N:5]=2)[CH:19]=[CH:20][CH:21]=1. The yield is 0.810. The catalyst is CN(C)C=O. The reactants are [Br:1][C:2]1[CH:7]=[CH:6][N:5]=[C:4]([C:8]([OH:10])=O)[CH:3]=1.[O:11]1[CH:15]=[N:14][N:13]=[C:12]1[C:16]1[CH:17]=[C:18]([NH2:22])[CH:19]=[CH:20][CH:21]=1.F[P-](F)(F)(F)(F)F.N1(OC(N(C)C)=[N+](C)C)C2N=CC=CC=2N=N1.C(N(C(C)C)CC)(C)C. (4) The reactants are [Br:1][C:2]1[CH:3]=[C:4]2[C:9](=[CH:10][CH:11]=1)[CH:8]=[C:7]([O:12][CH2:13][CH2:14][N:15]1[CH2:19][CH2:18][NH:17][C:16]1=[O:20])[CH:6]=[CH:5]2.[H-].[Na+].I[CH3:24]. The catalyst is C1COCC1.CN(C=O)C. The product is [Br:1][C:2]1[CH:3]=[C:4]2[C:9](=[CH:10][CH:11]=1)[CH:8]=[C:7]([O:12][CH2:13][CH2:14][N:15]1[CH2:19][CH2:18][N:17]([CH3:24])[C:16]1=[O:20])[CH:6]=[CH:5]2. The yield is 0.940. (5) The reactants are CN[C@H:3]1[CH2:8][CH2:7][C@H:6]([OH:9])[CH2:5][CH2:4]1.[C:10](O[C:10]([O:12][C:13]([CH3:16])([CH3:15])[CH3:14])=[O:11])([O:12][C:13]([CH3:16])([CH3:15])[CH3:14])=[O:11].[C:25](#[N:27])C. No catalyst specified. The product is [OH:9][C@H:6]1[CH2:5][CH2:4][C@H:3]([CH2:25][NH:27][C:10](=[O:11])[O:12][C:13]([CH3:16])([CH3:15])[CH3:14])[CH2:8][CH2:7]1. The yield is 0.870. (6) The catalyst is CN(C=O)C. The product is [CH2:17]([O:19][C:20](=[O:32])[CH2:21][CH2:22][C:23]1[CH:28]=[CH:27][C:26]([S:29][CH2:4][CH2:3][C@H:2]([OH:1])[CH3:16])=[CH:25][C:24]=1[CH2:30][CH3:31])[CH3:18]. The yield is 0.870. The reactants are [OH:1][C@H:2]([CH3:16])[CH2:3][CH2:4]OS(C1C=CC(C)=CC=1)(=O)=O.[CH2:17]([O:19][C:20](=[O:32])[CH2:21][CH2:22][C:23]1[CH:28]=[CH:27][C:26]([SH:29])=[CH:25][C:24]=1[CH2:30][CH3:31])[CH3:18].C(=O)([O-])[O-].[K+].[K+]. (7) The reactants are [N+](=[CH:3][C:4]([C@@H:6]1[CH2:10][CH2:9][CH2:8][N:7]1[C:11](=[O:21])[C@@H:12]([NH:16][C:17](=[O:20])[O:18][CH3:19])[CH:13]([CH3:15])[CH3:14])=[O:5])=[N-].[BrH:22]. The catalyst is CC(O)=O. The product is [Br:22][CH2:3][C:4]([C@@H:6]1[CH2:10][CH2:9][CH2:8][N:7]1[C:11](=[O:21])[C@@H:12]([NH:16][C:17](=[O:20])[O:18][CH3:19])[CH:13]([CH3:15])[CH3:14])=[O:5]. The yield is 0.760.